Task: Predict the product of the given reaction.. Dataset: Forward reaction prediction with 1.9M reactions from USPTO patents (1976-2016) (1) Given the reactants Br[C:2]1[CH:3]=[CH:4][C:5]2[O:9][C:8]([CH:10]([NH:17][C:18]3[CH:23]=[CH:22][C:21]([C:24]([N:26]([CH3:34])[CH2:27][CH2:28][C:29]([O:31][CH2:32][CH3:33])=[O:30])=[O:25])=[CH:20][CH:19]=3)[CH:11]3[CH2:16][CH2:15][CH2:14][CH2:13][CH2:12]3)=[C:7]([CH3:35])[C:6]=2[CH:36]=1.[C:37]1(B(O)O)[CH:42]=[CH:41][CH:40]=[CH:39][CH:38]=1.C(=O)([O-])[O-].[K+].[K+], predict the reaction product. The product is: [CH:11]1([CH:10]([NH:17][C:18]2[CH:19]=[CH:20][C:21]([C:24]([N:26]([CH3:34])[CH2:27][CH2:28][C:29]([O:31][CH2:32][CH3:33])=[O:30])=[O:25])=[CH:22][CH:23]=2)[C:8]2[O:9][C:5]3[CH:4]=[CH:3][C:2]([C:37]4[CH:42]=[CH:41][CH:40]=[CH:39][CH:38]=4)=[CH:36][C:6]=3[C:7]=2[CH3:35])[CH2:12][CH2:13][CH2:14][CH2:15][CH2:16]1. (2) Given the reactants [C:1]1([S:7]([C:10]2[CH:11]=[CH:12][C:13]([C:26]([F:29])([F:28])[F:27])=[C:14]([S:16]([NH:19][CH:20]3[CH2:25][CH2:24][NH:23][CH2:22][CH2:21]3)(=[O:18])=[O:17])[CH:15]=2)(=[O:9])=[O:8])[CH:6]=[CH:5][CH:4]=[CH:3][CH:2]=1.C(=O)([O-])[O-].[K+].[K+].F[C:37]1[CH:42]=[CH:41][C:40]([C:43]([F:46])([F:45])[F:44])=[CH:39][CH:38]=1, predict the reaction product. The product is: [C:1]1([S:7]([C:10]2[CH:11]=[CH:12][C:13]([C:26]([F:28])([F:29])[F:27])=[C:14]([S:16]([NH:19][CH:20]3[CH2:25][CH2:24][N:23]([C:37]4[CH:42]=[CH:41][C:40]([C:43]([F:46])([F:45])[F:44])=[CH:39][CH:38]=4)[CH2:22][CH2:21]3)(=[O:18])=[O:17])[CH:15]=2)(=[O:9])=[O:8])[CH:2]=[CH:3][CH:4]=[CH:5][CH:6]=1. (3) Given the reactants [Cl:1][C:2]1[CH:3]=[C:4]([NH:13][S:14]([C:17]([F:20])([F:19])[F:18])(=[O:16])=[O:15])[CH:5]=[CH:6][C:7]=1[C:8](=[O:12])[CH:9](Br)[Br:10].S([O-])([O-])(=O)=S.[Na+].[Na+].C(OCC)C, predict the reaction product. The product is: [Br:10][CH2:9][C:8]([C:7]1[CH:6]=[CH:5][C:4]([NH:13][S:14]([C:17]([F:20])([F:18])[F:19])(=[O:15])=[O:16])=[CH:3][C:2]=1[Cl:1])=[O:12]. (4) Given the reactants [C:1]([CH2:9][C:10]([O:12][CH2:13][CH3:14])=[O:11])(=[O:8])[C:2]1[CH:7]=[CH:6][CH:5]=[CH:4][CH:3]=1.N1CCCCC1.[CH3:21][O:22][C:23]1[CH:30]=[C:29]([O:31][CH3:32])C(C=O)=[C:25](O)[CH:24]=1, predict the reaction product. The product is: [C:1]([C:9]1[C:10](=[O:11])[O:12][C:13]2[C:24]([CH:25]=1)=[C:23]([O:22][CH3:21])[CH:30]=[C:29]([O:31][CH3:32])[CH:14]=2)(=[O:8])[C:2]1[CH:7]=[CH:6][CH:5]=[CH:4][CH:3]=1. (5) Given the reactants [C:1]([O:5][C:6]([NH:8][C@@H:9]1[CH2:13][CH2:12][C@@H:11]([C:14]([OH:16])=O)[CH2:10]1)=[O:7])([CH3:4])([CH3:3])[CH3:2].[NH4+].[Cl-].C[N:20](C(ON1N=NC2C=CC=CC1=2)=[N+](C)C)C.F[P-](F)(F)(F)(F)F.CCN(C(C)C)C(C)C, predict the reaction product. The product is: [C:1]([O:5][C:6](=[O:7])[NH:8][C@@H:9]1[CH2:13][CH2:12][C@@H:11]([C:14](=[O:16])[NH2:20])[CH2:10]1)([CH3:4])([CH3:3])[CH3:2]. (6) The product is: [F:2][C:3]1[CH:8]=[CH:7][C:6]([NH:9][C:10]2[CH:15]=[CH:14][N:13]=[C:12]([NH:16][C:17]3[CH:22]=[CH:21][C:20]([S:23]([NH:28][CH2:29][C:30]([NH:32][CH:33]4[CH2:34][CH2:35][O:36][CH2:37][CH2:38]4)=[O:31])(=[O:25])=[O:24])=[CH:19][CH:18]=3)[N:11]=2)=[CH:5][CH:4]=1. Given the reactants Cl.[F:2][C:3]1[CH:8]=[CH:7][C:6]([NH:9][C:10]2[CH:15]=[CH:14][N:13]=[C:12]([NH:16][C:17]3[CH:22]=[CH:21][C:20]([S:23](Cl)(=[O:25])=[O:24])=[CH:19][CH:18]=3)[N:11]=2)=[CH:5][CH:4]=1.Cl.[NH2:28][CH2:29][C:30]([N:32](C)[CH:33]1[CH2:38][CH2:37][O:36][CH2:35][CH2:34]1)=[O:31], predict the reaction product.